Dataset: Full USPTO retrosynthesis dataset with 1.9M reactions from patents (1976-2016). Task: Predict the reactants needed to synthesize the given product. (1) Given the product [Cl:13][C:14]1[CH:19]=[C:18]([N+:20]([O-:22])=[O:21])[CH:17]=[C:16]([C:4]2[CH:5]=[C:6]([CH3:9])[CH:7]=[CH:8][C:3]=2[O:2][CH3:1])[N:15]=1, predict the reactants needed to synthesize it. The reactants are: [CH3:1][O:2][C:3]1[CH:8]=[CH:7][C:6]([CH3:9])=[CH:5][C:4]=1B(O)O.[Cl:13][C:14]1[CH:19]=[C:18]([N+:20]([O-:22])=[O:21])[CH:17]=[C:16](Cl)[N:15]=1. (2) Given the product [Cl:34][C:33]1[C:28]([O:27][C:10]2[CH:9]=[C:8]([O:7][CH2:6][CH:5]([OH:4])[CH2:39][O:40][CH:41]([CH3:43])[CH3:42])[CH:13]=[CH:12][C:11]=2/[CH:14]=[CH:15]/[C:16]([NH:17][S:18]([CH2:21][CH2:22][CH2:23][CH2:24][CH3:25])(=[O:20])=[O:19])=[O:26])=[N:29][CH:30]=[C:31]([C:35]([F:37])([F:36])[F:38])[CH:32]=1, predict the reactants needed to synthesize it. The reactants are: C([O:4][CH:5]([CH2:39][O:40][CH:41]([CH3:43])[CH3:42])[CH2:6][O:7][C:8]1[CH:13]=[CH:12][C:11](/[CH:14]=[CH:15]/[C:16](=[O:26])[NH:17][S:18]([CH2:21][CH2:22][CH2:23][CH2:24][CH3:25])(=[O:20])=[O:19])=[C:10]([O:27][C:28]2[C:33]([Cl:34])=[CH:32][C:31]([C:35]([F:38])([F:37])[F:36])=[CH:30][N:29]=2)[CH:9]=1)(=O)C.O1CCCC1.[OH-].[Na+].Cl. (3) Given the product [ClH:23].[NH2:7][CH2:8][C:9]1([C:16]2[NH:20][C:19](=[O:21])[O:18][N:17]=2)[CH2:11][CH:10]1[CH2:12][CH:13]([CH3:15])[CH3:14], predict the reactants needed to synthesize it. The reactants are: C(OC(=O)[NH:7][CH2:8][C:9]1([C:16]2[NH:20][C:19](=[O:21])[O:18][N:17]=2)[CH2:11][CH:10]1[CH2:12][CH:13]([CH3:15])[CH3:14])(C)(C)C.[ClH:23].